This data is from Forward reaction prediction with 1.9M reactions from USPTO patents (1976-2016). The task is: Predict the product of the given reaction. (1) Given the reactants C([O:4][C:5]1[CH:10]=[C:9]([CH2:11][CH:12]([CH3:14])[CH3:13])[N:8]([CH3:15])[C:7](=[O:16])[C:6]=1[C:17]1[CH:22]=[CH:21][CH:20]=[CH:19][CH:18]=1)(=O)C.C[O-].[Na+], predict the reaction product. The product is: [OH:4][C:5]1[CH:10]=[C:9]([CH2:11][CH:12]([CH3:14])[CH3:13])[N:8]([CH3:15])[C:7](=[O:16])[C:6]=1[C:17]1[CH:18]=[CH:19][CH:20]=[CH:21][CH:22]=1. (2) Given the reactants [N:1]1([C:7]([O:9][C:10]([CH3:13])([CH3:12])[CH3:11])=[O:8])[CH2:6][CH2:5][NH:4][CH2:3][CH2:2]1.BrC[C:16]1[CH:17]=[C:18]([CH:21]=[CH:22][CH:23]=1)[C:19]#[N:20].[C:24]([O-])([O-])=O.[K+].[K+], predict the reaction product. The product is: [C:19]([C:18]1[CH:17]=[CH:16][C:23]([CH2:24][N:4]2[CH2:5][CH2:6][N:1]([C:7]([O:9][C:10]([CH3:13])([CH3:12])[CH3:11])=[O:8])[CH2:2][CH2:3]2)=[CH:22][CH:21]=1)#[N:20]. (3) Given the reactants [CH3:1][O:2][C:3]([C:5]1[C:10]([CH:11]=[CH2:12])=[C:9]([NH2:13])[N:8]=[C:7]([C:14]2[CH:19]=[CH:18][C:17]([Cl:20])=[C:16]([O:21][CH3:22])[C:15]=2[F:23])[N:6]=1)=[O:4], predict the reaction product. The product is: [CH3:1][O:2][C:3]([C:5]1[C:10]([CH2:11][CH3:12])=[C:9]([NH2:13])[N:8]=[C:7]([C:14]2[CH:19]=[CH:18][C:17]([Cl:20])=[C:16]([O:21][CH3:22])[C:15]=2[F:23])[N:6]=1)=[O:4]. (4) The product is: [CH3:45][C:43]1[CH:44]=[C:39]([CH3:38])[N:40]=[C:41]([O:1][C@@H:2]([C:6]([O:19][CH3:20])([C:7]2[CH:12]=[CH:11][CH:10]=[CH:9][CH:8]=2)[C:13]2[CH:18]=[CH:17][CH:16]=[CH:15][CH:14]=2)[C:3]([OH:5])=[O:4])[N:42]=1. Given the reactants [OH:1][C@@H:2]([C:6]([O:19][CH3:20])([C:13]1[CH:18]=[CH:17][CH:16]=[CH:15][CH:14]=1)[C:7]1[CH:12]=[CH:11][CH:10]=[CH:9][CH:8]=1)[C:3]([O-:5])=[O:4].Cl[C@H](C1C=CC(Cl)=CC=1)C[NH3+].CC(C)([O-])C.[K+].[CH3:38][C:39]1[CH:44]=[C:43]([CH3:45])[N:42]=[C:41](S(C)(=O)=O)[N:40]=1.O, predict the reaction product. (5) Given the reactants [Cl:1][C:2]1[CH:3]=[C:4]2[C:12](=[CH:13][CH:14]=1)[NH:11][C:10]1[CH:9]([NH:15][C:16]([C:18]3[N:23]=[CH:22][C:21]([C:24]([OH:26])=O)=[CH:20][CH:19]=3)=[O:17])[CH2:8][CH2:7][CH2:6][C:5]2=1.[NH2:27][CH2:28][CH2:29][O:30][CH2:31][CH2:32][O:33][CH2:34][CH2:35][NH:36][C:37](=[O:43])[O:38][C:39]([CH3:42])([CH3:41])[CH3:40], predict the reaction product. The product is: [Cl:1][C:2]1[CH:3]=[C:4]2[C:12](=[CH:13][CH:14]=1)[NH:11][C:10]1[CH:9]([NH:15][C:16]([C:18]3[N:23]=[CH:22][C:21]([C:24]([NH:27][CH2:28][CH2:29][O:30][CH2:31][CH2:32][O:33][CH2:34][CH2:35][NH:36][C:37](=[O:43])[O:38][C:39]([CH3:41])([CH3:40])[CH3:42])=[O:26])=[CH:20][CH:19]=3)=[O:17])[CH2:8][CH2:7][CH2:6][C:5]2=1. (6) Given the reactants [NH2:1][C:2]1[CH:7]=[C:6](Cl)[CH:5]=[CH:4][N:3]=1.[F:9][C:10]1[CH:15]=[C:14]([N+:16]([O-:18])=[O:17])[CH:13]=[CH:12][C:11]=1[OH:19].C(N(CC)C(C)C)(C)C.C(OCC)(=O)C, predict the reaction product. The product is: [NH2:1][C:2]1[CH:7]=[C:6]([O:19][C:11]2[CH:12]=[CH:13][C:14]([N+:16]([O-:18])=[O:17])=[CH:15][C:10]=2[F:9])[CH:5]=[CH:4][N:3]=1.